Dataset: Full USPTO retrosynthesis dataset with 1.9M reactions from patents (1976-2016). Task: Predict the reactants needed to synthesize the given product. (1) Given the product [CH2:11]([N:18]1[CH2:26][CH2:25][CH:24]2[CH:20]([CH2:21][C:22]3[S:29][CH:28]=[CH:27][C:23]=32)[CH2:19]1)[C:12]1[CH:13]=[CH:14][CH:15]=[CH:16][CH:17]=1, predict the reactants needed to synthesize it. The reactants are: [Al+3].[Cl-].[Cl-].[Cl-].C(NB)(C)(C)C.[CH2:11]([N:18]1[CH2:26][CH2:25][CH:24]2[CH:20]([C:21](=O)[C:22]3[S:29][CH:28]=[CH:27][C:23]=32)[CH2:19]1)[C:12]1[CH:17]=[CH:16][CH:15]=[CH:14][CH:13]=1.[Al+3].[Cl-].[Cl-].[Cl-].B.Cl.[OH-].[Na+]. (2) The reactants are: [BH4-].[Na+].[O:3]=[C:4]([C:28]1[CH:33]=[CH:32][CH:31]=[CH:30][CH:29]=1)[CH2:5][CH2:6][N:7]1[CH2:12][CH2:11][CH:10]([CH2:13][CH2:14][S:15]([C:18]2[CH:23]=[CH:22][C:21]([S:24]([CH3:27])(=[O:26])=[O:25])=[CH:20][CH:19]=2)(=[O:17])=[O:16])[CH2:9][CH2:8]1. Given the product [OH:3][CH:4]([C:28]1[CH:33]=[CH:32][CH:31]=[CH:30][CH:29]=1)[CH2:5][CH2:6][N:7]1[CH2:8][CH2:9][CH:10]([CH2:13][CH2:14][S:15]([C:18]2[CH:19]=[CH:20][C:21]([S:24]([CH3:27])(=[O:26])=[O:25])=[CH:22][CH:23]=2)(=[O:16])=[O:17])[CH2:11][CH2:12]1, predict the reactants needed to synthesize it. (3) Given the product [C:4]1([C:9]2[CH:14]=[CH:13][CH:12]=[CH:11][CH:10]=2)[CH:5]=[CH:6][CH:7]=[CH:8][C:3]=1[C:19]1([OH:32])[C:18]2[CH:17]=[C:16]([Br:15])[CH:28]=[CH:27][C:26]=2[C:25]2[C:20]1=[CH:21][CH:22]=[CH:23][CH:24]=2, predict the reactants needed to synthesize it. The reactants are: [Mg].Br[C:3]1[CH:8]=[CH:7][CH:6]=[CH:5][C:4]=1[C:9]1[CH:14]=[CH:13][CH:12]=[CH:11][CH:10]=1.[Br:15][C:16]1[C:17](=O)[C:18]2[C:26](=[CH:27][CH:28]=1)[C:25]1[C:20](=[CH:21][CH:22]=[CH:23][CH:24]=1)[CH:19]=2.C([O:32]CC)C. (4) The reactants are: C(N(CC)CC)C.[Cl:8][C:9]1[CH:14]=[CH:13][CH:12]=[C:11]([OH:15])[C:10]=1[OH:16].[F:17][C:18]([F:31])([F:30])[S:19](O[S:19]([C:18]([F:31])([F:30])[F:17])(=[O:21])=[O:20])(=[O:21])=[O:20]. Given the product [F:17][C:18]([F:31])([F:30])[S:19]([O:16][C:10]1[C:11]([O:15][S:19]([C:18]([F:17])([F:30])[F:31])(=[O:20])=[O:21])=[CH:12][CH:13]=[CH:14][C:9]=1[Cl:8])(=[O:21])=[O:20], predict the reactants needed to synthesize it.